This data is from Reaction yield outcomes from USPTO patents with 853,638 reactions. The task is: Predict the reaction yield, written as a fraction of the theoretical maximum amount of product (1.0 means a 100% yield; for example, 0.34 means a 34% yield). The reactants are [S:1]1[C:5]2[CH:6]=[CH:7][CH:8]=[CH:9][C:4]=2[C:3]([N:10]2[CH2:15][CH2:14][N:13]([CH2:16][CH2:17][C:18]3[CH:19]=[C:20]4[C:24](=[CH:25][CH:26]=3)[C:23]([CH3:28])([CH3:27])[C:22](=[O:29])[C:21]4([CH3:31])[CH3:30])[CH2:12][CH2:11]2)=[N:2]1.[BH4-].[Na+]. The catalyst is CC(O)C.CO. The product is [S:1]1[C:5]2[CH:6]=[CH:7][CH:8]=[CH:9][C:4]=2[C:3]([N:10]2[CH2:15][CH2:14][N:13]([CH2:16][CH2:17][C:18]3[CH:19]=[C:20]4[C:24](=[CH:25][CH:26]=3)[C:23]([CH3:27])([CH3:28])[CH:22]([OH:29])[C:21]4([CH3:31])[CH3:30])[CH2:12][CH2:11]2)=[N:2]1. The yield is 0.810.